From a dataset of Forward reaction prediction with 1.9M reactions from USPTO patents (1976-2016). Predict the product of the given reaction. (1) Given the reactants [CH3:1][N:2](C)[CH2:3]CCN=C=NCC.ON1C2C=CC=CC=2N=N1.CNC.[CH2:25]([O:27][C:28]1[CH:29]=[C:30]([C:37]2[S:38][CH:39]=[C:40]([CH2:42][CH2:43][C:44]([C:46]3[CH:54]=[CH:53][CH:52]=[CH:51][C:47]=3[C:48](O)=[O:49])=[O:45])[N:41]=2)[CH:31]=[CH:32][C:33]=1[O:34][CH2:35][CH3:36])[CH3:26], predict the reaction product. The product is: [CH2:25]([O:27][C:28]1[CH:29]=[C:30]([C:37]2[S:38][CH:39]=[C:40]([CH2:42][CH2:43][C:44]([C:46]3[CH:54]=[CH:53][CH:52]=[CH:51][C:47]=3[C:48]([N:2]([CH3:3])[CH3:1])=[O:49])=[O:45])[N:41]=2)[CH:31]=[CH:32][C:33]=1[O:34][CH2:35][CH3:36])[CH3:26]. (2) Given the reactants [NH:1]1[CH2:6][CH:5]=[C:4]([C:7]2[C:8]3[O:15][C:14]([CH:16]=[O:17])=[CH:13][C:9]=3[CH:10]=[N:11][CH:12]=2)[CH2:3][CH2:2]1.C(N(CC)CC)C.[CH:25]1([S:28](Cl)(=[O:30])=[O:29])[CH2:27][CH2:26]1.C(=O)(O)[O-].[Na+], predict the reaction product. The product is: [CH:25]1([S:28]([N:1]2[CH2:2][CH:3]=[C:4]([C:7]3[C:8]4[O:15][C:14]([CH:16]=[O:17])=[CH:13][C:9]=4[CH:10]=[N:11][CH:12]=3)[CH2:5][CH2:6]2)(=[O:30])=[O:29])[CH2:27][CH2:26]1. (3) Given the reactants [NH:1]1[C:5]2[CH:6]=[CH:7][CH:8]=[CH:9][C:4]=2[N:3]=[N:2]1.[CH3:10][C:11]([CH3:15])([CH3:14])[CH:12]=O.[CH3:16][N:17]([CH3:28])[C:18]1[CH:23]=[CH:22][C:21]([CH2:24][C:25]([NH2:27])=[O:26])=[CH:20][CH:19]=1, predict the reaction product. The product is: [N:1]1([CH:12]([NH:27][C:25](=[O:26])[CH2:24][C:21]2[CH:22]=[CH:23][C:18]([N:17]([CH3:28])[CH3:16])=[CH:19][CH:20]=2)[C:11]([CH3:15])([CH3:14])[CH3:10])[C:5]2[CH:6]=[CH:7][CH:8]=[CH:9][C:4]=2[N:3]=[N:2]1. (4) Given the reactants [CH3:1][NH:2][OH:3].C(=O)([O-])[O-].[K+].[K+].[C:10](O[C:10]([O:12][C:13]([CH3:16])([CH3:15])[CH3:14])=[O:11])([O:12][C:13]([CH3:16])([CH3:15])[CH3:14])=[O:11], predict the reaction product. The product is: [C:10]([N:2]([CH3:1])[OH:3])([O:12][C:13]([CH3:16])([CH3:15])[CH3:14])=[O:11].